The task is: Predict the reaction yield, written as a fraction of the theoretical maximum amount of product (1.0 means a 100% yield; for example, 0.34 means a 34% yield).. This data is from Reaction yield outcomes from USPTO patents with 853,638 reactions. (1) The reactants are [Al+3].[Cl-].[Cl-].[Cl-].CN(C=O)C.C[O:11][C:12]1[CH:20]=[C:19]([O:21][CH3:22])[C:18]([O:23][CH3:24])=[CH:17][C:13]=1[C:14]([OH:16])=[O:15].Cl. The catalyst is C1(C)C=CC=CC=1.O. The product is [OH:11][C:12]1[CH:20]=[C:19]([O:21][CH3:22])[C:18]([O:23][CH3:24])=[CH:17][C:13]=1[C:14]([OH:16])=[O:15]. The yield is 0.960. (2) The reactants are [O:1]1[CH2:6][CH2:5][N:4]([CH2:7][C:8]2[CH:9]=[CH:10][C:11]([NH:14]C(=O)OC(C)(C)C)=[N:12][CH:13]=2)[CH2:3][CH2:2]1.C(O)(C(F)(F)F)=O. The catalyst is ClCCl. The product is [O:1]1[CH2:6][CH2:5][N:4]([CH2:7][C:8]2[CH:9]=[CH:10][C:11]([NH2:14])=[N:12][CH:13]=2)[CH2:3][CH2:2]1. The yield is 0.920.